From a dataset of NCI-60 drug combinations with 297,098 pairs across 59 cell lines. Regression. Given two drug SMILES strings and cell line genomic features, predict the synergy score measuring deviation from expected non-interaction effect. (1) Drug 1: CC1=CC2C(CCC3(C2CCC3(C(=O)C)OC(=O)C)C)C4(C1=CC(=O)CC4)C. Drug 2: C1=CN(C(=O)N=C1N)C2C(C(C(O2)CO)O)O.Cl. Cell line: LOX IMVI. Synergy scores: CSS=29.9, Synergy_ZIP=2.87, Synergy_Bliss=4.11, Synergy_Loewe=-8.90, Synergy_HSA=4.75. (2) Synergy scores: CSS=10.2, Synergy_ZIP=-4.62, Synergy_Bliss=-1.82, Synergy_Loewe=-7.73, Synergy_HSA=-2.48. Drug 2: C1=NNC2=C1C(=O)NC=N2. Cell line: NCIH23. Drug 1: C1=CC=C(C=C1)NC(=O)CCCCCCC(=O)NO. (3) Drug 1: CCN(CC)CCNC(=O)C1=C(NC(=C1C)C=C2C3=C(C=CC(=C3)F)NC2=O)C. Drug 2: C1=CC=C(C(=C1)C(C2=CC=C(C=C2)Cl)C(Cl)Cl)Cl. Cell line: RPMI-8226. Synergy scores: CSS=6.46, Synergy_ZIP=-0.767, Synergy_Bliss=4.84, Synergy_Loewe=-3.24, Synergy_HSA=3.94. (4) Drug 1: CCC1(CC2CC(C3=C(CCN(C2)C1)C4=CC=CC=C4N3)(C5=C(C=C6C(=C5)C78CCN9C7C(C=CC9)(C(C(C8N6C)(C(=O)OC)O)OC(=O)C)CC)OC)C(=O)OC)O.OS(=O)(=O)O. Drug 2: CC1=C(C=C(C=C1)C(=O)NC2=CC(=CC(=C2)C(F)(F)F)N3C=C(N=C3)C)NC4=NC=CC(=N4)C5=CN=CC=C5. Cell line: NCI-H226. Synergy scores: CSS=1.10, Synergy_ZIP=-0.525, Synergy_Bliss=-0.283, Synergy_Loewe=0.0952, Synergy_HSA=0.179.